Task: Predict the reactants needed to synthesize the given product.. Dataset: Full USPTO retrosynthesis dataset with 1.9M reactions from patents (1976-2016) Given the product [Br:17][C:9]1[C:5]([C:6]([OH:8])=[O:7])=[C:4]([CH3:12])[C:3]([O:2][CH3:1])=[CH:11][CH:10]=1, predict the reactants needed to synthesize it. The reactants are: [CH3:1][O:2][C:3]1[C:4]([CH3:12])=[C:5]([CH:9]=[CH:10][CH:11]=1)[C:6]([OH:8])=[O:7].CC(O)=O.[Br:17]Br.